Predict which catalyst facilitates the given reaction. From a dataset of Catalyst prediction with 721,799 reactions and 888 catalyst types from USPTO. (1) Reactant: [C:1]([C:4]1[CH:54]=[CH:53][C:7]([C:8]([N:10]2[CH2:16][C@H:15]([NH:17][C:18](=[O:30])[C@@H:19]([N:21](C)[C:22](=O)OC(C)(C)C)[CH3:20])[C:14](=[O:31])[N:13]([CH2:32][C:33]3[C:42]4[C:37](=[CH:38][CH:39]=[CH:40][CH:41]=4)[CH:36]=[CH:35][C:34]=3[O:43][CH2:44][C:45]([F:48])([F:47])[F:46])[C:12]3[CH:49]=[CH:50][CH:51]=[CH:52][C:11]2=3)=[O:9])=[CH:6][CH:5]=1)(=[O:3])[CH3:2].[ClH:55]. Product: [ClH:55].[C:1]([C:4]1[CH:5]=[CH:6][C:7]([C:8]([N:10]2[CH2:16][C@H:15]([NH:17][C:18](=[O:30])[C@@H:19]([NH:21][CH3:22])[CH3:20])[C:14](=[O:31])[N:13]([CH2:32][C:33]3[C:42]4[C:37](=[CH:38][CH:39]=[CH:40][CH:41]=4)[CH:36]=[CH:35][C:34]=3[O:43][CH2:44][C:45]([F:48])([F:47])[F:46])[C:12]3[CH:49]=[CH:50][CH:51]=[CH:52][C:11]2=3)=[O:9])=[CH:53][CH:54]=1)(=[O:3])[CH3:2]. The catalyst class is: 12. (2) Reactant: [N:1]1[CH:6]=[CH:5][CH:4]=[CH:3][C:2]=1[CH2:7][C:8]([N:10]1[CH2:14][CH2:13][C:12]2([CH2:19][CH2:18][N:17](C(OC(C)(C)C)=O)[CH2:16][CH2:15]2)[CH2:11]1)=[O:9].FC(F)(F)C(O)=O. Product: [N:1]1[CH:6]=[CH:5][CH:4]=[CH:3][C:2]=1[CH2:7][C:8]([N:10]1[CH2:14][CH2:13][C:12]2([CH2:19][CH2:18][NH:17][CH2:16][CH2:15]2)[CH2:11]1)=[O:9]. The catalyst class is: 4. (3) Reactant: [Cl:1][C:2]1[C:32]([N+:33]([O-])=O)=[CH:31][CH:30]=[C:29]([Cl:36])[C:3]=1[CH2:4][N:5]1[C:13]2[C:8](=[CH:9][CH:10]=[CH:11][CH:12]=2)[C:7]([C:14]2[N:19]=[C:18]([NH:20][C:21]3[CH:26]=[CH:25][N:24]=[CH:23][CH:22]=3)[C:17]([O:27][CH3:28])=[CH:16][N:15]=2)=[N:6]1.NN. Product: [NH2:33][C:32]1[C:2]([Cl:1])=[C:3]([C:29]([Cl:36])=[CH:30][CH:31]=1)[CH2:4][N:5]1[C:13]2[C:8](=[CH:9][CH:10]=[CH:11][CH:12]=2)[C:7]([C:14]2[N:19]=[C:18]([NH:20][C:21]3[CH:22]=[CH:23][N:24]=[CH:25][CH:26]=3)[C:17]([O:27][CH3:28])=[CH:16][N:15]=2)=[N:6]1. The catalyst class is: 94. (4) Reactant: [CH:1]12[C:7]([CH3:9])([CH3:8])[CH:6]1[CH2:5][CH:4]=[C:3]([CH3:10])[CH2:2]2.[Cl:11]N1C(=O)CCC1=O.CCCCC. Product: [Cl:11][C:2]1[CH:3]([CH3:10])[CH2:4][CH2:5][CH:6]2[C:7]([CH3:9])([CH3:8])[C:1]=12. The catalyst class is: 64. (5) Reactant: [C:1]([C:3]1[CH:4]=[C:5]2[C:13](=[CH:14][CH:15]=1)[N:12]([CH2:16][C:17]1[CH:22]=[CH:21][CH:20]=[C:19]([F:23])[CH:18]=1)[C:11]1[CH2:10][CH2:9][CH:8]([NH:24][C:25](=[O:29])[CH:26]([CH3:28])[CH3:27])[CH2:7][C:6]2=1)#[N:2].N[NH:31][C:32]([NH2:34])=[S:33].[NH4+].[OH-]. Product: [NH2:34][C:32]1[S:33][C:1]([C:3]2[CH:4]=[C:5]3[C:13](=[CH:14][CH:15]=2)[N:12]([CH2:16][C:17]2[CH:22]=[CH:21][CH:20]=[C:19]([F:23])[CH:18]=2)[C:11]2[CH2:10][CH2:9][CH:8]([NH:24][C:25](=[O:29])[CH:26]([CH3:27])[CH3:28])[CH2:7][C:6]3=2)=[N:2][N:31]=1. The catalyst class is: 55. (6) Reactant: [CH3:1][O:2][C:3](=[O:12])[C:4]1[CH:9]=[CH:8][C:7]([NH2:10])=[C:6](I)[CH:5]=1.[CH:13]#[C:14][CH2:15][CH3:16]. Product: [CH3:1][O:2][C:3](=[O:12])[C:4]1[CH:9]=[CH:8][C:7]([NH2:10])=[C:6]([CH2:13][CH2:14][CH2:15][CH3:16])[CH:5]=1. The catalyst class is: 828. (7) Reactant: [Br:1][C:2]1[CH:3]=[C:4]([CH2:9][C:10]([C:12]2[CH:17]=[CH:16][CH:15]=[CH:14][N:13]=2)=O)[CH:5]=[CH:6][C:7]=1[F:8].COC(OC)[N:21]([CH3:23])C.O.[NH2:27]N. Product: [Br:1][C:2]1[CH:3]=[C:4]([C:9]2[C:10]([C:12]3[CH:17]=[CH:16][CH:15]=[CH:14][N:13]=3)=[N:27][NH:21][CH:23]=2)[CH:5]=[CH:6][C:7]=1[F:8]. The catalyst class is: 214. (8) Reactant: Br[CH2:2][C:3]1[CH:24]=[CH:23][C:6]([C:7]([NH:9][C:10]2[CH:15]=[CH:14][C:13]([Cl:16])=[C:12]([C:17]3[CH:22]=[CH:21][CH:20]=[CH:19][N:18]=3)[CH:11]=2)=[O:8])=[CH:5][CH:4]=1.[CH3:25][N:26]1[CH2:31][CH2:30][NH:29][CH2:28][CH2:27]1. Product: [Cl:16][C:13]1[CH:14]=[CH:15][C:10]([NH:9][C:7](=[O:8])[C:6]2[CH:23]=[CH:24][C:3]([CH2:2][N:29]3[CH2:30][CH2:31][N:26]([CH3:25])[CH2:27][CH2:28]3)=[CH:4][CH:5]=2)=[CH:11][C:12]=1[C:17]1[CH:22]=[CH:21][CH:20]=[CH:19][N:18]=1. The catalyst class is: 16. (9) Reactant: [C:1]([O:5][C:6]([N:8]1[CH2:12][CH2:11][C@@H:10]([CH2:13][C:14]([OH:16])=O)[CH2:9]1)=[O:7])([CH3:4])([CH3:3])[CH3:2].[NH:17]([C:19]1[N:20]=[C:21]2[CH:27]=[CH:26][N:25]([S:28]([C:31]3[CH:37]=[CH:36][C:34]([CH3:35])=[CH:33][CH:32]=3)(=[O:30])=[O:29])[C:22]2=[N:23][CH:24]=1)[NH2:18].CN(C(ON1N=NC2C=CC=NC1=2)=[N+](C)C)C.F[P-](F)(F)(F)(F)F. Product: [O:16]=[C:14]([NH:18][NH:17][C:19]1[N:20]=[C:21]2[CH:27]=[CH:26][N:25]([S:28]([C:31]3[CH:37]=[CH:36][C:34]([CH3:35])=[CH:33][CH:32]=3)(=[O:30])=[O:29])[C:22]2=[N:23][CH:24]=1)[CH2:13][C@@H:10]1[CH2:11][CH2:12][N:8]([C:6]([O:5][C:1]([CH3:2])([CH3:3])[CH3:4])=[O:7])[CH2:9]1. The catalyst class is: 31.